From a dataset of Reaction yield outcomes from USPTO patents with 853,638 reactions. Predict the reaction yield, written as a fraction of the theoretical maximum amount of product (1.0 means a 100% yield; for example, 0.34 means a 34% yield). (1) The reactants are [CH2:1]=[C:2]1[C:14](=[O:15])[C:13]2[C:12]3[C:7](=[CH:8][CH:9]=[CH:10][CH:11]=3)[N:6]([CH2:16][CH2:17][CH2:18][CH2:19][CH2:20][C:21]([O:23][CH2:24][CH3:25])=[O:22])[C:5]=2[CH2:4][CH2:3]1.[CH3:26][C:27]1[NH:28][CH:29]=[CH:30][N:31]=1. The catalyst is C1(C)C=CC=CC=1. The product is [CH3:26][C:27]1[N:28]([CH2:1][CH:2]2[C:14](=[O:15])[C:13]3[C:12]4[C:7](=[CH:8][CH:9]=[CH:10][CH:11]=4)[N:6]([CH2:16][CH2:17][CH2:18][CH2:19][CH2:20][C:21]([O:23][CH2:24][CH3:25])=[O:22])[C:5]=3[CH2:4][CH2:3]2)[CH:29]=[CH:30][N:31]=1. The yield is 0.530. (2) The reactants are [C@@H]12C[C@@H](CC1)C[C@@H]2OC1C(C2CC2)=CC(C(OC(C)(C)C)=O)=C(F)C=1.[C:26]12([CH2:36][O:37][C:38]3[C:50]([CH:51]4[CH2:53][C:52]4([F:55])[F:54])=[CH:49][C:41]([C:42]([O:44]C(C)(C)C)=[O:43])=[C:40]([F:56])[CH:39]=3)[CH2:35][CH:30]3[CH2:31][CH:32]([CH2:34][CH:28]([CH2:29]3)[CH2:27]1)[CH2:33]2. No catalyst specified. The product is [C:26]12([CH2:36][O:37][C:38]3[C:50]([CH:51]4[CH2:53][C:52]4([F:54])[F:55])=[CH:49][C:41]([C:42]([OH:44])=[O:43])=[C:40]([F:56])[CH:39]=3)[CH2:35][CH:30]3[CH2:29][CH:28]([CH2:34][CH:32]([CH2:31]3)[CH2:33]1)[CH2:27]2. The yield is 0.540. (3) The reactants are [OH-].[Na+].[CH2:3]([O:14][C:15]1[CH:16]=[C:17]([CH:22]=[CH:23][CH:24]=1)[C:18]([O:20]C)=[O:19])[CH2:4][CH2:5][C:6]#[C:7][CH2:8][CH2:9][CH2:10][CH2:11][CH2:12][CH3:13]. The catalyst is CO. The product is [CH2:3]([O:14][C:15]1[CH:16]=[C:17]([CH:22]=[CH:23][CH:24]=1)[C:18]([OH:20])=[O:19])[CH2:4][CH2:5][C:6]#[C:7][CH2:8][CH2:9][CH2:10][CH2:11][CH2:12][CH3:13]. The yield is 0.990. (4) The reactants are [Br:1][C:2]1[CH:3]=[C:4](I)[CH:5]=[CH:6][CH:7]=1.[C:9]1(B(O)O)[C:22]2[CH:21]=[CH:20][C:19]3[C:14](=[CH:15][CH:16]=[CH:17][CH:18]=3)[C:13]=2[CH:12]=[CH:11][CH:10]=1.C(=O)([O-])[O-].[Na+].[Na+]. The catalyst is C1(C)C=CC=CC=1. The product is [Br:1][C:2]1[CH:3]=[C:4]([C:21]2[C:22]3[C:13]([C:14]4[CH:15]=[CH:16][CH:17]=[CH:18][C:19]=4[CH:20]=2)=[CH:12][CH:11]=[CH:10][CH:9]=3)[CH:5]=[CH:6][CH:7]=1. The yield is 0.850. (5) The reactants are S(Cl)(Cl)=O.CC1OC(C)=CC=1C(O)=O.CC1OC(C)=CC=1C(Cl)=O.[CH3:25][C:26]1[O:27][C:28]([CH3:36])=[CH:29][C:30]=1[C:31]([N:33]=[C:34]=[S:35])=[O:32].[CH3:37][O:38][C:39]1[CH:40]=[C:41]2[C:46](=[CH:47][C:48]=1[O:49][CH3:50])[N:45]=[CH:44][CH:43]=[C:42]2[O:51][C:52]1[CH:58]=[CH:57][C:55]([NH2:56])=[C:54]([F:59])[CH:53]=1. The catalyst is C(O)C.C1(C)C=CC=CC=1. The product is [CH3:37][O:38][C:39]1[CH:40]=[C:41]2[C:46](=[CH:47][C:48]=1[O:49][CH3:50])[N:45]=[CH:44][CH:43]=[C:42]2[O:51][C:52]1[CH:58]=[CH:57][C:55]([NH:56][C:34]([NH:33][C:31]([C:30]2[CH:29]=[C:28]([CH3:36])[O:27][C:26]=2[CH3:25])=[O:32])=[S:35])=[C:54]([F:59])[CH:53]=1. The yield is 0.480. (6) The reactants are [Cl:1][C:2]1[CH:34]=[CH:33][C:5]2[N:6]([CH2:28][CH2:29][CH2:30][CH2:31][F:32])[C:7]([CH2:9][N:10]3[C:14]4[CH:15]=[N:16][CH:17]=[CH:18][C:13]=4[N:12]([CH2:19][C:20]([O:22]C(C)(C)C)=[O:21])[C:11]3=[O:27])=[N:8][C:4]=2[CH:3]=1.[OH-].[Li+].Cl.ClCCl. The catalyst is O1CCCC1.O.O. The product is [Cl:1][C:2]1[CH:34]=[CH:33][C:5]2[N:6]([CH2:28][CH2:29][CH2:30][CH2:31][F:32])[C:7]([CH2:9][N:10]3[C:14]4[CH:15]=[N:16][CH:17]=[CH:18][C:13]=4[N:12]([CH2:19][C:20]([OH:22])=[O:21])[C:11]3=[O:27])=[N:8][C:4]=2[CH:3]=1. The yield is 1.00. (7) The reactants are [F:1][C:2]([F:36])([F:35])[C:3]1[CH:4]=[C:5]([C:13]([CH3:34])([CH3:33])[C:14]([N:16]([C:18]2[CH:19]=[N:20][C:21](Cl)=[CH:22][C:23]=2[C:24]2[CH:29]=[CH:28][C:27]([F:30])=[CH:26][C:25]=2[CH3:31])[CH3:17])=[O:15])[CH:6]=[C:7]([C:9]([F:12])([F:11])[F:10])[CH:8]=1.[OH-].[Na+].[C:39]1([CH3:45])[CH:44]=CC=CC=1. The catalyst is [Br-].C([N+](C)(C)C)CCCCCCCCCCCCCCC.CC(C)([P](C(C)(C)C)([Pd][P](C(C)(C)C)(C(C)(C)C)C(C)(C)C)C(C)(C)C)C. The product is [F:1][C:2]([F:36])([F:35])[C:3]1[CH:4]=[C:5]([C:13]([CH3:34])([CH3:33])[C:14]([N:16]([C:18]2[CH:19]=[N:20][C:21]([N:20]3[CH2:19][CH:18]([CH3:23])[NH:16][CH2:44][CH:39]3[CH3:45])=[CH:22][C:23]=2[C:24]2[CH:29]=[CH:28][C:27]([F:30])=[CH:26][C:25]=2[CH3:31])[CH3:17])=[O:15])[CH:6]=[C:7]([C:9]([F:12])([F:11])[F:10])[CH:8]=1. The yield is 0.420. (8) The reactants are C1(P(C2C=CC=CC=2)C2C=CC=CC=2)C=CC=CC=1.[C:20]1(=[O:30])[NH:24][C:23](=[O:25])[C:22]2=[CH:26][CH:27]=[CH:28][CH:29]=[C:21]12.O[CH2:32][CH:33]1[CH2:38][CH2:37][CH2:36][N:35]([C:39]2[CH:48]=[CH:47][CH:46]=[CH:45][C:40]=2[C:41]([O:43][CH3:44])=[O:42])[CH2:34]1.N(C(OCC)=O)=NC(OCC)=O.C1(C)C=CC=CC=1. The catalyst is O1CCCC1.O. The product is [CH3:44][O:43][C:41]([C:40]1[CH:45]=[CH:46][CH:47]=[CH:48][C:39]=1[N:35]1[CH2:36][CH2:37][CH2:38][CH:33]([CH2:32][N:24]2[C:20](=[O:30])[C:21]3=[CH:29][CH:28]=[CH:27][CH:26]=[C:22]3[C:23]2=[O:25])[CH2:34]1)=[O:42]. The yield is 0.950. (9) The reactants are Br[C:2]1[C:3]([NH2:19])=[N:4][CH:5]=[C:6]([C:8]2[CH:13]=[CH:12][C:11]([S:14]([CH2:17][CH3:18])(=[O:16])=[O:15])=[CH:10][CH:9]=2)[CH:7]=1.[O:20]=[C:21]1[C:30]2[C:25](=[CH:26][C:27](B(O)O)=[CH:28][CH:29]=2)[CH2:24][CH2:23][NH:22]1.C([O-])([O-])=O.[Na+].[Na+].CC#N. The catalyst is Cl[Pd](Cl)([P](C1C=CC=CC=1)(C1C=CC=CC=1)C1C=CC=CC=1)[P](C1C=CC=CC=1)(C1C=CC=CC=1)C1C=CC=CC=1.O. The product is [NH2:19][C:3]1[C:2]([C:27]2[CH:26]=[C:25]3[C:30](=[CH:29][CH:28]=2)[C:21](=[O:20])[NH:22][CH2:23][CH2:24]3)=[CH:7][C:6]([C:8]2[CH:13]=[CH:12][C:11]([S:14]([CH2:17][CH3:18])(=[O:16])=[O:15])=[CH:10][CH:9]=2)=[CH:5][N:4]=1. The yield is 0.410. (10) The catalyst is O1CCCC1. The product is [F:1][C:2]1[C:3]([NH:22][C:23]2[CH:28]=[CH:27][C:26]([I:29])=[CH:25][C:24]=2[F:30])=[C:4]([C:9]([N:11]2[CH2:12][C:13]([C:16]([CH3:21])([CH3:20])[CH2:17][OH:18])([OH:15])[CH2:14]2)=[O:10])[CH:5]=[CH:6][C:7]=1[F:8]. The yield is 0.820. The reactants are [F:1][C:2]1[C:3]([NH:22][C:23]2[CH:28]=[CH:27][C:26]([I:29])=[CH:25][C:24]=2[F:30])=[C:4]([C:9]([N:11]2[CH2:14][C:13]([C:16]([CH3:21])([CH3:20])[C:17](O)=[O:18])([OH:15])[CH2:12]2)=[O:10])[CH:5]=[CH:6][C:7]=1[F:8].C(N(CC)CC)C.C1CN([P+](ON2N=NC3C=CC=CC2=3)(N2CCCC2)N2CCCC2)CC1.F[P-](F)(F)(F)(F)F.[BH4-].[Na+].